From a dataset of CYP2D6 inhibition data for predicting drug metabolism from PubChem BioAssay. Regression/Classification. Given a drug SMILES string, predict its absorption, distribution, metabolism, or excretion properties. Task type varies by dataset: regression for continuous measurements (e.g., permeability, clearance, half-life) or binary classification for categorical outcomes (e.g., BBB penetration, CYP inhibition). Dataset: cyp2d6_veith. (1) The compound is COC(=O)[C@@]1(Cc2ccc(OC)cc2)[C@@H]2C(=CC(=O)[C@H]2CC(=O)C(=O)N2CCCC2)CN1C(=O)c1ccccc1. The result is 0 (non-inhibitor). (2) The molecule is CN1CCCN=C1/C=C\c1cccc(O)c1.O=C(O)c1cc2ccccc2c(Cc2cc3ccccc3c(C(=O)O)c2O)c1O. The result is 0 (non-inhibitor). (3) The compound is CCCCCC1CC1C(=O)N/N=C/c1ccc(N(C)C)cc1. The result is 1 (inhibitor). (4) The molecule is C[C@@H](C(=O)O)c1ccc(C(=O)c2cccs2)cc1. The result is 0 (non-inhibitor). (5) The molecule is CCCCCCN(CCCCCC)C(=O)Cc1c(-c2ccc(F)cc2)[nH]c2ccccc12. The result is 0 (non-inhibitor). (6) The molecule is Nc1cccnc1Sc1ccc(Cl)cc1. The result is 0 (non-inhibitor).